Predict the product of the given reaction. From a dataset of Forward reaction prediction with 1.9M reactions from USPTO patents (1976-2016). The product is: [CH3:1][O:2][C:3]1[CH:4]=[C:5]([C:11]2[N:16]=[C:15]([S:17][CH2:35][C:31]3[CH:30]=[N:29][CH:34]=[CH:33][CH:32]=3)[C:14]3=[C:18]([CH3:22])[N:19]=[C:20]([CH3:21])[N:13]3[N:12]=2)[CH:6]=[CH:7][C:8]=1[O:9][CH3:10]. Given the reactants [CH3:1][O:2][C:3]1[CH:4]=[C:5]([C:11]2[NH:16][C:15](=[S:17])[C:14]3=[C:18]([CH3:22])[N:19]=[C:20]([CH3:21])[N:13]3[N:12]=2)[CH:6]=[CH:7][C:8]=1[O:9][CH3:10].C(=O)([O-])O.[Na+].Br.[N:29]1[CH:34]=[CH:33][CH:32]=[C:31]([CH2:35]Br)[CH:30]=1.ClCCl, predict the reaction product.